This data is from Forward reaction prediction with 1.9M reactions from USPTO patents (1976-2016). The task is: Predict the product of the given reaction. (1) Given the reactants [Cl:1][C:2]1[CH:7]=[C:6]([OH:8])[CH:5]=[CH:4][C:3]=1[CH:9]([CH3:27])[C:10]([C:16]1[CH:17]=[CH:18][C:19]2[O:23][C:22](=[O:24])[N:21]([CH3:25])[C:20]=2[CH:26]=1)([OH:15])[C:11]([F:14])([F:13])[F:12].[CH3:28][O:29][C:30](=[O:38])[C:31]1[CH:36]=[CH:35][C:34](Cl)=[N:33][CH:32]=1.C(N(CC)CC)C.N12CCN(CC1)CC2, predict the reaction product. The product is: [CH3:28][O:29][C:30](=[O:38])[C:31]1[CH:36]=[CH:35][C:34]([O:8][C:6]2[CH:5]=[CH:4][C:3]([CH:9]([CH3:27])[C:10]([OH:15])([C:16]3[CH:17]=[CH:18][C:19]4[O:23][C:22](=[O:24])[N:21]([CH3:25])[C:20]=4[CH:26]=3)[C:11]([F:12])([F:13])[F:14])=[C:2]([Cl:1])[CH:7]=2)=[N:33][CH:32]=1. (2) Given the reactants [CH3:1][C:2]([CH2:7][CH2:8][CH:9]=[C:10]([CH3:12])[CH3:11])=[CH:3][CH:4]([OH:6])[CH3:5].N1C=[CH:17][CH:16]=[CH:15][CH:14]=1.[OH2:19], predict the reaction product. The product is: [C:14]([O:6][CH:4]([CH:3]=[C:2]([CH3:1])[CH2:7][CH2:8][CH:9]=[C:10]([CH3:11])[CH3:12])[CH3:5])(=[O:19])[CH2:15][CH2:16][CH3:17]. (3) Given the reactants BrC1C(OC)=NC2CCN(C(=O)C(F)(F)F)CC(C)C=2C=1.[Sn](C=C)(CCCC)(CCCC)CCCC.[CH3:37][O:38][C:39]1[C:40]([CH:57]=[CH2:58])=[CH:41][C:42]2[CH:48]([CH3:49])[CH2:47][N:46](C(=O)C(F)(F)F)[CH2:45][CH2:44][C:43]=2[N:56]=1.C([O-])([O-])=O.[K+].[K+], predict the reaction product. The product is: [CH3:37][O:38][C:39]1[C:40]([CH:57]=[CH2:58])=[CH:41][C:42]2[CH:48]([CH3:49])[CH2:47][NH:46][CH2:45][CH2:44][C:43]=2[N:56]=1. (4) The product is: [N:8]1[C:9]2[C:5]([CH:4]=[CH:3][C:2](=[O:43])[CH:10]=2)=[CH:6][CH:7]=1. Given the reactants F[C:2]1[CH:3]=[C:4]2C(=O)NCC[C:6]3=[C:7](C4C=CC(C=O)=CC=4)[NH:8][C:9]([CH:10]=1)=[C:5]23.C1(C2NC3C=CC=C4C(=[O:43])NCCC=2C=34)C=CC=CC=1.BrC1N(F)C2C=C(F)C=C3C(=O)NCCC=1C=23.C(C1C=CC(B(O)O)=CC=1)=O.N1CCCC1, predict the reaction product. (5) Given the reactants [C:1]1([C:7]2[O:8][C:9]([CH2:15][CH2:16][CH3:17])=[C:10]([C:12]([OH:14])=O)[N:11]=2)[CH:6]=[CH:5][CH:4]=[CH:3][CH:2]=1.[CH3:18][O:19][CH2:20][CH2:21][N:22]([CH3:30])[C:23]1[CH:28]=[CH:27][C:26]([NH2:29])=[CH:25][N:24]=1, predict the reaction product. The product is: [CH3:18][O:19][CH2:20][CH2:21][N:22]([CH3:30])[C:23]1[N:24]=[CH:25][C:26]([NH:29][C:12]([C:10]2[N:11]=[C:7]([C:1]3[CH:2]=[CH:3][CH:4]=[CH:5][CH:6]=3)[O:8][C:9]=2[CH2:15][CH2:16][CH3:17])=[O:14])=[CH:27][CH:28]=1. (6) Given the reactants [CH:1]1([N:7]2[CH2:11][CH2:10][CH:9]([CH2:12][C:13]3[CH:22]=[CH:21][C:20]4[C:15](=[CH:16][CH:17]=[C:18]([OH:23])[CH:19]=4)[CH:14]=3)[C:8]2=[O:24])[CH2:6][CH2:5][CH2:4][CH2:3][CH2:2]1.C(=O)([O-])[O-].[K+].[K+].C(=O)([O-])[O-].[Cs+].[Cs+].[CH3:37][O:38][C:39](=[O:48])[C:40]1[CH:45]=[CH:44][CH:43]=[C:42]([CH2:46]Br)[CH:41]=1, predict the reaction product. The product is: [CH3:37][O:38][C:39](=[O:48])[C:40]1[CH:45]=[CH:44][CH:43]=[C:42]([CH2:46][O:23][C:18]2[CH:17]=[CH:16][C:15]3[C:20](=[CH:21][CH:22]=[C:13]([CH2:12][CH:9]4[CH2:10][CH2:11][N:7]([CH:1]5[CH2:2][CH2:3][CH2:4][CH2:5][CH2:6]5)[C:8]4=[O:24])[CH:14]=3)[CH:19]=2)[CH:41]=1. (7) The product is: [Br:14][C:15]1[CH:16]=[C:17]2[C:22](=[CH:23][CH:24]=1)[C:21](=[O:25])[NH:20][C:19](=[O:26])/[C:18]/2=[CH:27]\[NH:28][CH2:29][C:30]1[CH:35]=[CH:34][C:33]([O:36][CH2:2][CH2:3][CH2:4][CH2:5][CH2:6][CH3:7])=[C:32]([OH:37])[CH:31]=1. Given the reactants Br[CH2:2][CH2:3][CH2:4][CH2:5][CH2:6][CH3:7].C(=O)([O-])[O-].[K+].[K+].[Br:14][C:15]1[CH:16]=[C:17]2[C:22](=[CH:23][CH:24]=1)[C:21](=[O:25])[NH:20][C:19](=[O:26])/[C:18]/2=[CH:27]\[NH:28][CH2:29][C:30]1[CH:35]=[CH:34][C:33]([OH:36])=[C:32]([OH:37])[CH:31]=1, predict the reaction product. (8) Given the reactants [Cl:1][C:2]1[CH:9]=[C:8](F)[CH:7]=[CH:6][C:3]=1[C:4]#[N:5].[CH:11]([NH:14][CH3:15])([CH3:13])[CH3:12], predict the reaction product. The product is: [Cl:1][C:2]1[CH:9]=[C:8]([N:14]([CH:11]([CH3:13])[CH3:12])[CH3:15])[CH:7]=[CH:6][C:3]=1[C:4]#[N:5]. (9) Given the reactants [C:1]([C:3]1[CH:8]=[CH:7][C:6]([C:9]2[CH:10]=[N:11][N:12]([C:15]3[CH:23]=[CH:22][C:18]([C:19](O)=[O:20])=[CH:17][N:16]=3)[C:13]=2[OH:14])=[C:5]([CH3:24])[CH:4]=1)#[N:2].[CH:25]1([NH2:29])[CH2:28][CH2:27][CH2:26]1, predict the reaction product. The product is: [C:1]([C:3]1[CH:8]=[CH:7][C:6]([C:9]2[CH:10]=[N:11][N:12]([C:15]3[CH:23]=[CH:22][C:18]([C:19]([NH:29][CH:25]4[CH2:28][CH2:27][CH2:26]4)=[O:20])=[CH:17][N:16]=3)[C:13]=2[OH:14])=[C:5]([CH3:24])[CH:4]=1)#[N:2]. (10) Given the reactants Br[C:2]1[N:3]([CH2:10][C@:11]([OH:36])([CH3:35])[CH2:12][N:13]2[CH2:18][CH2:17][N:16]([C:19]([O:21][CH2:22][CH:23]=[CH:24][C:25]3[CH:30]=[CH:29][C:28]([C:31]([F:34])([F:33])[F:32])=[CH:27][CH:26]=3)=[O:20])[CH2:15][CH2:14]2)[CH:4]=[C:5]([N+:7]([O-:9])=[O:8])[N:6]=1.[H-].[Na+].C(OCC)(=O)C.O, predict the reaction product. The product is: [CH3:35][C@@:11]1([CH2:12][N:13]2[CH2:18][CH2:17][N:16]([C:19]([O:21][CH2:22][CH:23]=[CH:24][C:25]3[CH:30]=[CH:29][C:28]([C:31]([F:34])([F:33])[F:32])=[CH:27][CH:26]=3)=[O:20])[CH2:15][CH2:14]2)[O:36][C:2]2=[N:6][C:5]([N+:7]([O-:9])=[O:8])=[CH:4][N:3]2[CH2:10]1.